This data is from HIV replication inhibition screening data with 41,000+ compounds from the AIDS Antiviral Screen. The task is: Binary Classification. Given a drug SMILES string, predict its activity (active/inactive) in a high-throughput screening assay against a specified biological target. (1) The molecule is COc1ccc(C2OC(=O)c3ncccc32)cc1. The result is 0 (inactive). (2) The result is 0 (inactive). The compound is O=C1NN=C(c2ccc(Cl)cc2)CC1C1C(=O)N(c2ccccc2)N=C1c1ccccc1. (3) The compound is CN(C)CC1CCC(CN(C)C)C1=O.Cl. The result is 0 (inactive). (4) The drug is CN(C)CC1CCC(CN(C)C)C1=NO.Cl. The result is 0 (inactive). (5) The compound is NCC1OC(OC2C(CO)OC(OC3C(O)C(N)CC(N)C3OC3OC(CO)C(O)C(O)C3N)C2O)C(N)C(O)C1O.O=S(=O)(O)O. The result is 0 (inactive). (6) The molecule is COC1(c2cccs2)OC(=O)c2c([N+](=O)[O-])cccc21. The result is 0 (inactive). (7) The molecule is CC(CCC(=O)O)C1CCC2C3CCC4CC(O)CCC4(C)C3CCC12C. The result is 0 (inactive). (8) The compound is O=S(=O)(NC1OCCCC1I)c1ccccc1. The result is 0 (inactive).